Dataset: Reaction yield outcomes from USPTO patents with 853,638 reactions. Task: Predict the reaction yield, written as a fraction of the theoretical maximum amount of product (1.0 means a 100% yield; for example, 0.34 means a 34% yield). The reactants are [NH2:1][C:2]1[CH:7]=[CH:6][C:5]([CH2:8][C:9]([O:11][CH2:12][CH3:13])=[O:10])=[CH:4][CH:3]=1.CCN(CC)CC.[F:21][C:22]([F:33])([F:32])[C:23]1[CH:28]=[CH:27][CH:26]=[CH:25][C:24]=1[N:29]=[C:30]=[O:31]. The catalyst is C1COCC1. The product is [F:21][C:22]([F:32])([F:33])[C:23]1[CH:28]=[CH:27][CH:26]=[CH:25][C:24]=1[NH:29][C:30](=[O:31])[NH:1][C:2]1[CH:3]=[CH:4][C:5]([CH2:8][C:9]([O:11][CH2:12][CH3:13])=[O:10])=[CH:6][CH:7]=1. The yield is 0.840.